The task is: Predict the reaction yield, written as a fraction of the theoretical maximum amount of product (1.0 means a 100% yield; for example, 0.34 means a 34% yield).. This data is from Reaction yield outcomes from USPTO patents with 853,638 reactions. (1) The reactants are [CH2:1]([O:8][C:9]([N:11]([CH2:19][CH2:20][CH2:21][OH:22])[C:12]1[CH:17]=[CH:16][CH:15]=[CH:14][N+:13]=1[O-:18])=[O:10])[C:2]1[CH:7]=[CH:6][CH:5]=[CH:4][CH:3]=1.C(N(CC)CC)C.[CH3:30][S:31](Cl)(=[O:33])=[O:32]. The catalyst is ClCCl. The product is [CH3:30][S:31]([O:22][CH2:21][CH2:20][CH2:19][N:11]([C:9]([O:8][CH2:1][C:2]1[CH:7]=[CH:6][CH:5]=[CH:4][CH:3]=1)=[O:10])[C:12]1[CH:17]=[CH:16][CH:15]=[CH:14][N+:13]=1[O-:18])(=[O:33])=[O:32]. The yield is 0.610. (2) The reactants are [Cl:1][C:2]1[C:3](=[O:15])[N:4]([CH:9]2[CH2:14][CH2:13][CH2:12][CH2:11][O:10]2)[N:5]=[CH:6][C:7]=1Cl.C(=O)([O-])[O-].[K+].[K+].[OH:22][C:23]1[CH:30]=[CH:29][CH:28]=[CH:27][C:24]=1[C:25]#[N:26]. The catalyst is C(#N)C. The product is [Cl:1][C:2]1[C:3](=[O:15])[N:4]([CH:9]2[CH2:14][CH2:13][CH2:12][CH2:11][O:10]2)[N:5]=[CH:6][C:7]=1[O:22][C:23]1[CH:30]=[CH:29][CH:28]=[CH:27][C:24]=1[C:25]#[N:26]. The yield is 0.990. (3) The reactants are [CH2:1]([O:3][C:4]1[C:5]([N+:23]([O-])=O)=[CH:6][C:7]([CH3:22])=[C:8]([N:10]2[CH2:15][CH2:14][CH:13]([CH2:16][CH2:17][S:18]([CH3:21])(=[O:20])=[O:19])[CH2:12][CH2:11]2)[CH:9]=1)[CH3:2]. The catalyst is CCOC(C)=O.CO.[Pt]. The product is [CH2:1]([O:3][C:4]1[CH:9]=[C:8]([N:10]2[CH2:11][CH2:12][CH:13]([CH2:16][CH2:17][S:18]([CH3:21])(=[O:20])=[O:19])[CH2:14][CH2:15]2)[C:7]([CH3:22])=[CH:6][C:5]=1[NH2:23])[CH3:2]. The yield is 0.900. (4) The reactants are [F:1][C:2]1[C:7]([C:8]2[CH2:13][CH2:12][N:11]([C:14](=[O:16])[CH3:15])[CH2:10][CH:9]=2)=[CH:6][CH:5]=[CH:4][N:3]=1. The catalyst is [OH-].[OH-].[Pd+2].C1COCC1. The product is [F:1][C:2]1[C:7]([CH:8]2[CH2:9][CH2:10][N:11]([C:14](=[O:16])[CH3:15])[CH2:12][CH2:13]2)=[CH:6][CH:5]=[CH:4][N:3]=1. The yield is 0.980. (5) The reactants are [CH3:1][O:2][C:3]([N:5]1[CH2:10][CH2:9][CH:8]([C:11]([OH:13])=O)[CH2:7][CH:6]1[CH2:14][C:15]1[CH:20]=[CH:19][C:18]([O:21][C:22]([F:25])([F:24])[F:23])=[CH:17][CH:16]=1)=[O:4].N1(C(N2C=CN=C2)=O)C=CN=C1.[CH2:38]([O:40][C:41](=[O:46])[CH2:42][C:43]([O-:45])=O)[CH3:39].[K+].[Cl-].[Mg+2].[Cl-].Cl. The catalyst is CN1C2C(N=C(N)NC=2NCC1CNC1C=CC(C(NC(C(O)=O)CCC(O)=O)=O)=CC=1)=O.CCCCCCC.CCOC(C)=O.O.CC(OC)(C)C. The product is [CH2:38]([O:40][C:41](=[O:46])[CH2:42][C:11]([C@@H:8]1[CH2:9][CH2:10][N:5]([C:3]([O:2][CH3:1])=[O:4])[C@@H:6]([CH2:14][C:15]2[CH:16]=[CH:17][C:18]([O:21][C:22]([F:23])([F:24])[F:25])=[CH:19][CH:20]=2)[CH2:7]1)=[O:13])[CH3:39].[CH2:38]([O:40][C:41](=[O:46])[CH2:42][C:43]([C@H:8]1[CH2:9][CH2:10][N:5]([C:3]([O:2][CH3:1])=[O:4])[C@@H:6]([CH2:14][C:15]2[CH:16]=[CH:17][C:18]([O:21][C:22]([F:25])([F:24])[F:23])=[CH:19][CH:20]=2)[CH2:7]1)=[O:45])[CH3:39]. The yield is 0.121.